Task: Predict the reactants needed to synthesize the given product.. Dataset: Full USPTO retrosynthesis dataset with 1.9M reactions from patents (1976-2016) (1) The reactants are: Cl[C:2]1[C:11]2[C:6](=[CH:7][CH:8]=[C:9]([C:12]([N:14]3[CH2:17][C:16]([F:19])([F:18])[CH2:15]3)=[O:13])[CH:10]=2)[CH:5]=[N:4][CH:3]=1.[CH3:20][N:21]1[C:29]2[C:24](=[CH:25][CH:26]=[C:27](B3OC(C)(C)C(C)(C)O3)[CH:28]=2)[CH2:23][C:22]1=[O:39].CC([O-])=O.[K+].O. Given the product [F:18][C:16]1([F:19])[CH2:17][N:14]([C:12]([C:9]2[CH:10]=[C:11]3[C:6](=[CH:7][CH:8]=2)[CH:5]=[N:4][CH:3]=[C:2]3[C:27]2[CH:28]=[C:29]3[C:24]([CH2:23][C:22](=[O:39])[N:21]3[CH3:20])=[CH:25][CH:26]=2)=[O:13])[CH2:15]1, predict the reactants needed to synthesize it. (2) Given the product [F:21][CH2:20][CH2:19][O:18][C:15]1[CH:16]=[CH:17][C:12]([C:2]2[C:7]3=[N:8][O:9][N:10]=[C:6]3[CH:5]=[CH:4][CH:3]=2)=[CH:13][CH:14]=1, predict the reactants needed to synthesize it. The reactants are: Cl[C:2]1[C:7]2=[N:8][O:9][N:10]=[C:6]2[CH:5]=[CH:4][CH:3]=1.Br[C:12]1[CH:17]=[CH:16][C:15]([O:18][CH2:19][CH2:20][F:21])=[CH:14][CH:13]=1. (3) The reactants are: [CH3:1][C:2]1[C:6](=[O:7])[O:5][CH2:4][C:3]=1[N:8]1[CH2:12][CH2:11][C:10]2([CH2:17][CH2:16][NH:15][CH2:14][CH2:13]2)[C:9]1=[O:18].[CH3:19][C:20]1[C:28]2[CH2:27][O:26][C:25](=[O:29])[C:24]=2[CH:23]=[CH:22][C:21]=1[C@@H:30]1[CH2:32][O:31]1. Given the product [OH:31][C@H:30]([C:21]1[CH:22]=[CH:23][C:24]2[C:25](=[O:29])[O:26][CH2:27][C:28]=2[C:20]=1[CH3:19])[CH2:32][N:15]1[CH2:16][CH2:17][C:10]2([C:9](=[O:18])[N:8]([C:3]3[CH2:4][O:5][C:6](=[O:7])[C:2]=3[CH3:1])[CH2:12][CH2:11]2)[CH2:13][CH2:14]1, predict the reactants needed to synthesize it. (4) Given the product [CH3:1][C:2]1[N:7]=[C:6]2[S:8][C:9]3[CH2:14][CH2:13][CH2:12][CH2:11][C:10]=3[C:5]2=[C:4]([C:15]2[CH:20]=[CH:19][C:18]([CH3:21])=[CH:17][CH:16]=2)[C:3]=1[CH:22]([O:27][C:28]([CH3:31])([CH3:30])[CH3:29])[C:23]([OH:25])=[O:24], predict the reactants needed to synthesize it. The reactants are: [CH3:1][C:2]1[N:7]=[C:6]2[S:8][C:9]3[CH2:14][CH2:13][CH2:12][CH2:11][C:10]=3[C:5]2=[C:4]([C:15]2[CH:20]=[CH:19][C:18]([CH3:21])=[CH:17][CH:16]=2)[C:3]=1[CH:22]([O:27][C:28]([CH3:31])([CH3:30])[CH3:29])[C:23]([O:25]C)=[O:24].[OH-].[Na+]. (5) Given the product [C:1]([O:5][C:6](=[O:15])[NH:7][C:8]1[C:13]([C:23](=[O:24])[C:22]([F:32])([F:31])[F:21])=[CH:12][CH:11]=[C:10]([Cl:14])[N:9]=1)([CH3:4])([CH3:2])[CH3:3], predict the reactants needed to synthesize it. The reactants are: [C:1]([O:5][C:6](=[O:15])[NH:7][C:8]1[CH:13]=[CH:12][CH:11]=[C:10]([Cl:14])[N:9]=1)([CH3:4])([CH3:3])[CH3:2].C([Li])CCC.[F:21][C:22]([F:32])([F:31])[C:23](N1CCOCC1)=[O:24].[Cl-].[NH4+]. (6) Given the product [CH:3]1[C:4]2[C:9](=[CH:8][CH:7]=[CH:6][CH:5]=2)[CH:10]=[CH:11][C:2]=1[OH:12], predict the reactants needed to synthesize it. The reactants are: Br[C:2]1[CH:11]=[CH:10][C:9]2[C:4](=[CH:5][CH:6]=[CH:7][CH:8]=2)[CH:3]=1.[OH-:12].[Cs+].